From a dataset of Forward reaction prediction with 1.9M reactions from USPTO patents (1976-2016). Predict the product of the given reaction. (1) Given the reactants [Br:1][C:2]1[CH:3]=[CH:4][C:5]2[N:6]([C:8](=[O:11])[NH:9][N:10]=2)[CH:7]=1.C([O-])([O-])=O.[K+].[K+].F[C:19]1[CH:24]=[CH:23][CH:22]=[CH:21][N:20]=1, predict the reaction product. The product is: [Br:1][C:2]1[CH:3]=[CH:4][C:5]2[N:6]([C:8](=[O:11])[N:9]([C:19]3[CH:24]=[CH:23][CH:22]=[CH:21][N:20]=3)[N:10]=2)[CH:7]=1. (2) Given the reactants Br[C:2]1[CH:3]=[CH:4][C:5]([OH:11])=[C:6]([C:8](=[O:10])[CH3:9])[CH:7]=1.[CH3:12][N:13]1[CH2:18][CH2:17][NH:16][CH2:15][CH2:14]1, predict the reaction product. The product is: [OH:11][C:5]1[CH:4]=[CH:3][C:2]([N:16]2[CH2:17][CH2:18][N:13]([CH3:12])[CH2:14][CH2:15]2)=[CH:7][C:6]=1[C:8](=[O:10])[CH3:9]. (3) Given the reactants [CH3:1][O:2][C:3]1[CH:4]=[C:5]([CH:16]=[CH:17][C:18]=1[O:19][CH3:20])[CH2:6][CH2:7][O:8][C@H:9]1[CH2:14][CH2:13][CH2:12][CH2:11][C@H:10]1[OH:15].N1C=CC=CC=1.[N+:27]([C:30]1[CH:35]=[CH:34][C:33]([S:36](Cl)(=[O:38])=[O:37])=[CH:32][CH:31]=1)([O-:29])=[O:28], predict the reaction product. The product is: [N+:27]([C:30]1[CH:31]=[CH:32][C:33]([S:36]([O:15][C@@H:10]2[CH2:11][CH2:12][CH2:13][CH2:14][C@@H:9]2[O:8][CH2:7][CH2:6][C:5]2[CH:16]=[CH:17][C:18]([O:19][CH3:20])=[C:3]([O:2][CH3:1])[CH:4]=2)(=[O:38])=[O:37])=[CH:34][CH:35]=1)([O-:29])=[O:28]. (4) Given the reactants [F:1][C:2]([F:22])([F:21])[O:3][C:4]1[CH:5]=[C:6]([C:10]2[CH:11]=[CH:12][C:13]3[N:14]=[CH:15][N:16]=[C:17]([NH2:20])[C:18]=3[N:19]=2)[CH:7]=[CH:8][CH:9]=1.CN(C(ON1N=NC2C=CC=NC1=2)=[N+](C)C)C.F[P-](F)(F)(F)(F)F.[N:47]1[CH:52]=[CH:51][CH:50]=[CH:49][C:48]=1[C:53](O)=[O:54].CCN(C(C)C)C(C)C, predict the reaction product. The product is: [F:22][C:2]([F:1])([F:21])[O:3][C:4]1[CH:5]=[C:6]([C:10]2[CH:11]=[CH:12][C:13]3[N:14]=[CH:15][N:16]=[C:17]([NH:20][C:53](=[O:54])[C:48]4[CH:49]=[CH:50][CH:51]=[CH:52][N:47]=4)[C:18]=3[N:19]=2)[CH:7]=[CH:8][CH:9]=1. (5) Given the reactants [CH3:1][C:2]12[CH:7]([C:8]([O:10]CC)=[O:9])[CH:6]1[CH2:5][CH2:4][CH2:3]2.C[C@@]12[C@@H](C(OCC)=O)C1C[C@@H]1[C@@H](C1(C)C)C2, predict the reaction product. The product is: [CH3:1][C:2]12[CH:7]([C:8]([OH:10])=[O:9])[CH:6]1[CH2:5][CH2:4][CH2:3]2.